Dataset: Reaction yield outcomes from USPTO patents with 853,638 reactions. Task: Predict the reaction yield, written as a fraction of the theoretical maximum amount of product (1.0 means a 100% yield; for example, 0.34 means a 34% yield). (1) The reactants are [CH3:1][C:2]1[N:3]([C:7]2[CH:12]=[CH:11][C:10]([NH:13][C:14]3[N:15]=[C:16]([NH:24][CH2:25][C@@H:26]4[CH2:30][CH2:29][CH2:28][O:27]4)[C:17]4[CH2:23][NH:22][CH2:21][CH2:20][C:18]=4[N:19]=3)=[CH:9][CH:8]=2)[CH:4]=[CH:5][N:6]=1.[C:31](O)(=O)C.C=O.C([BH3-])#N.[Na+]. The catalyst is CO. The product is [CH3:31][N:22]1[CH2:21][CH2:20][C:18]2[N:19]=[C:14]([NH:13][C:10]3[CH:9]=[CH:8][C:7]([N:3]4[CH:4]=[CH:5][N:6]=[C:2]4[CH3:1])=[CH:12][CH:11]=3)[N:15]=[C:16]([NH:24][CH2:25][C@@H:26]3[CH2:30][CH2:29][CH2:28][O:27]3)[C:17]=2[CH2:23]1. The yield is 0.339. (2) The reactants are [NH2:1][CH:2]1[CH2:7][CH2:6][N:5]([CH2:8][CH2:9][N:10]2[C:15]3[CH:16]=[C:17]([F:20])[CH:18]=[CH:19][C:14]=3[O:13][CH2:12][C:11]2=[O:21])[CH2:4][CH2:3]1.[O:22]1[C:31]2[CH:30]=[C:29]([CH:32]=O)[N:28]=[CH:27][C:26]=2[O:25][CH2:24][CH2:23]1.C([BH3-])#N.[Na+]. No catalyst specified. The product is [O:22]1[C:31]2[CH:30]=[C:29]([CH2:32][NH:1][CH:2]3[CH2:3][CH2:4][N:5]([CH2:8][CH2:9][N:10]4[C:15]5[CH:16]=[C:17]([F:20])[CH:18]=[CH:19][C:14]=5[O:13][CH2:12][C:11]4=[O:21])[CH2:6][CH2:7]3)[N:28]=[CH:27][C:26]=2[O:25][CH2:24][CH2:23]1. The yield is 0.320. (3) The product is [Cl:1][C:2]1[CH:7]=[CH:6][C:5]([N:8]([C:33]#[N:32])[C:9]([NH:10][C:11]2[CH:16]=[CH:15][CH:14]=[CH:13][C:12]=2[Br:17])=[NH:39])=[C:4]([OH:18])[C:3]=1[S:26]([N:29]([CH3:30])[CH3:31])(=[O:28])=[O:27]. The reactants are [Cl:1][C:2]1[CH:7]=[CH:6][C:5]([N:8]=[C:9]=[N:10][C:11]2[CH:16]=[CH:15][CH:14]=[CH:13][C:12]=2[Br:17])=[C:4]([O:18][Si](C(C)(C)C)(C)C)[C:3]=1[S:26]([N:29]([CH3:31])[CH3:30])(=[O:28])=[O:27].[N:32]#[C:33]N.[F-].[Cs+].C(#[N:39])C. The yield is 0.300. No catalyst specified.